The task is: Predict the product of the given reaction.. This data is from Forward reaction prediction with 1.9M reactions from USPTO patents (1976-2016). (1) Given the reactants [C:1](=[O:10])([O:6][CH:7]([CH3:9])[CH3:8])[O:2][CH:3](Cl)[CH3:4].[I-:11].[Na+].C1C=CC=CC=1, predict the reaction product. The product is: [C:1](=[O:10])([O:6][CH:7]([CH3:9])[CH3:8])[O:2][CH:3]([I:11])[CH3:4]. (2) The product is: [Cl:28][C:22]1[CH:7]=[C:11]([O:10][CH:9]2[CH2:8][CH2:3][CH:2]([CH3:5])[CH2:1]2)[CH:27]=[CH:26][C:23]=1[C:24]#[N:25]. Given the reactants [CH3:1][C:2]([CH3:5])([O-])[CH3:3].[K+].[CH2:7]1[CH2:11][O:10][CH2:9][CH2:8]1.OC1CCC(O)C1.FC1[CH:27]=[CH:26][C:23]([C:24]#[N:25])=[C:22]([Cl:28])C=1, predict the reaction product. (3) Given the reactants [C:1]1([NH:7][NH2:8])[CH:6]=[CH:5][CH:4]=[CH:3][CH:2]=1.[CH:9]12[CH2:15][CH:12]([CH2:13][CH2:14]1)[CH2:11][CH:10]2[C:16]1[CH:21]=[CH:20][CH:19]=[CH:18][C:17]=1[NH:22][C:23]([C:25]1[C:26]([CH:31]([F:33])[F:32])=[N:27][N:28]([CH3:30])[CH:29]=1)=S.O.C1CCCCC1.C(OCC)(=O)C, predict the reaction product. The product is: [CH:9]12[CH2:15][CH:12]([CH2:13][CH2:14]1)[CH2:11][CH:10]2[C:16]1[CH:21]=[CH:20][CH:19]=[CH:18][C:17]=1[NH:22][C:23]([C:25]1[C:26]([CH:31]([F:33])[F:32])=[N:27][N:28]([CH3:30])[CH:29]=1)=[N:8][NH:7][C:1]1[CH:6]=[CH:5][CH:4]=[CH:3][CH:2]=1. (4) The product is: [NH2:1][C:2]1[N:6]([CH2:7][CH2:8][O:9][C:10]([C:11]2[CH:16]=[CH:15][CH:14]=[CH:13][CH:12]=2)([C:23]2[CH:28]=[CH:27][CH:26]=[CH:25][CH:24]=2)[C:17]2[CH:18]=[CH:19][CH:20]=[CH:21][CH:22]=2)[N:5]=[CH:4][C:3]=1[CH2:29][CH2:30][NH:31][C:32]([O:34][C:35]([CH3:38])([CH3:37])[CH3:36])=[O:33]. Given the reactants [NH2:1][C:2]1[N:6]([CH2:7][CH2:8][O:9][C:10]([C:23]2[CH:28]=[CH:27][CH:26]=[CH:25][CH:24]=2)([C:17]2[CH:22]=[CH:21][CH:20]=[CH:19][CH:18]=2)[C:11]2[CH:16]=[CH:15][CH:14]=[CH:13][CH:12]=2)[N:5]=[CH:4][C:3]=1[CH2:29][CH2:30][NH2:31].[C:32](O[C:32]([O:34][C:35]([CH3:38])([CH3:37])[CH3:36])=[O:33])([O:34][C:35]([CH3:38])([CH3:37])[CH3:36])=[O:33], predict the reaction product. (5) Given the reactants [Cl:1][C:2]1[CH:3]=[CH:4][C:5]([S:9][CH3:10])=[C:6]([NH2:8])[CH:7]=1.[Cl:11][C:12]1[CH:17]=[CH:16][C:15]([S:18](Cl)(=[O:20])=[O:19])=[CH:14][C:13]=1[CH3:22], predict the reaction product. The product is: [Cl:11][C:12]1[CH:17]=[CH:16][C:15]([S:18]([NH:8][C:6]2[CH:7]=[C:2]([Cl:1])[CH:3]=[CH:4][C:5]=2[S:9][CH3:10])(=[O:20])=[O:19])=[CH:14][C:13]=1[CH3:22].